Predict the product of the given reaction. From a dataset of Forward reaction prediction with 1.9M reactions from USPTO patents (1976-2016). (1) Given the reactants [CH:1]([OH:3])=[O:2].C(OC(=O)C)(=O)C.O[CH2:12][C:13]1[CH:21]=[CH:20][C:16]([C:17]([OH:19])=[O:18])=[CH:15][CH:14]=1, predict the reaction product. The product is: [CH:1]([O:3][CH2:12][C:13]1[CH:21]=[CH:20][C:16]([C:17]([OH:19])=[O:18])=[CH:15][CH:14]=1)=[O:2]. (2) Given the reactants Br[C:2]1[CH:3]=[C:4]([NH:9][S:10]([CH3:13])(=[O:12])=[O:11])[C:5]([Cl:8])=[N:6][CH:7]=1.C([O-])(=O)C.[K+].CC1(C)C(C)(C)[O:23][B:22](B2OC(C)(C)C(C)(C)O2)[O:21]1, predict the reaction product. The product is: [Cl:8][C:5]1[N:6]=[CH:7][C:2]([B:22]([OH:23])[OH:21])=[CH:3][C:4]=1[NH:9][S:10]([CH3:13])(=[O:12])=[O:11]. (3) Given the reactants N(OC(C)(C)C)=O.[C:8](#[N:11])[CH:9]=[CH2:10].[Br:12][C:13]1[CH:19]=[CH:18][CH:17]=[C:16]([Br:20])[C:14]=1N.[ClH:21], predict the reaction product. The product is: [Br:12][C:13]1[CH:19]=[CH:18][CH:17]=[C:16]([Br:20])[C:14]=1[CH2:10][CH:9]([Cl:21])[C:8]#[N:11]. (4) Given the reactants P(Cl)(Cl)(Cl)=O.[CH3:6][NH:7][CH2:8][CH2:9][CH2:10][CH3:11].C([O:16][CH2:17][CH2:18][CH2:19][CH3:20])CCC, predict the reaction product. The product is: [CH3:6][N:7]([CH:18]1[CH2:17][O:16][C:20]([N:7]([CH2:8][CH2:9][CH2:10][CH3:11])[CH3:6])=[C:19]1[N:7]([CH2:8][CH2:9][CH2:10][CH3:11])[CH3:6])[CH2:8][CH2:9][CH2:10][CH3:11]. (5) Given the reactants [CH:1]([C:4]1[CH:5]=[CH:6][C:7]([O:26][CH3:27])=[C:8]([C:10]2[N:15]=[C:14]([NH:16][C@@H:17]([CH:20]([CH3:22])[CH3:21])[CH2:18][OH:19])[C:13]([N+:23]([O-])=O)=[CH:12][CH:11]=2)[CH:9]=1)([CH3:3])[CH3:2].ClC1N=C(N[C@@H](C(C)C)[CH2:37][OH:38])C([N+]([O-])=O)=CC=1.C(C1C=CC(OC)=C(B(O)O)C=1)(C)C.C(=O)([O-])[O-].[K+].[K+], predict the reaction product. The product is: [OH:19][CH2:18][C@@H:17]([N:16]1[C:14]2=[N:15][C:10]([C:8]3[CH:9]=[C:4]([CH:1]([CH3:3])[CH3:2])[CH:5]=[CH:6][C:7]=3[O:26][CH3:27])=[CH:11][CH:12]=[C:13]2[NH:23][C:37]1=[O:38])[CH:20]([CH3:22])[CH3:21]. (6) The product is: [C:1]([C:3]1[CH:4]=[CH:5][C:6]([N:9]2[C:10](=[O:15])[N:11]=[N:12][C:13]2=[O:14])=[CH:7][CH:8]=1)#[CH:2]. Given the reactants [C:1]([C:3]1[CH:8]=[CH:7][C:6]([N:9]2[C:13](=[O:14])[NH:12][NH:11][C:10]2=[O:15])=[CH:5][CH:4]=1)#[CH:2].BrN1C(C)(C)C(=O)N(Br)C1=O, predict the reaction product. (7) Given the reactants [Cl:1][C:2]1[CH:26]=[CH:25][C:5]([CH2:6][N:7]2[C:15]3[C:10](=[CH:11][C:12]([CH:16]=[C:17]4[S:21][C:20](SC)=[N:19][C:18]4=[O:24])=[CH:13][CH:14]=3)[CH:9]=[N:8]2)=[C:4]([C:27]([F:30])([F:29])[F:28])[CH:3]=1.[F:31][C:32]([F:42])([F:41])[C:33]([NH:35][CH:36]1[CH2:40][CH2:39][NH:38][CH2:37]1)=[O:34], predict the reaction product. The product is: [Cl:1][C:2]1[CH:26]=[CH:25][C:5]([CH2:6][N:7]2[C:15]3[C:10](=[CH:11][C:12]([CH:16]=[C:17]4[S:21][C:20]([N:38]5[CH2:39][CH2:40][CH:36]([NH:35][C:33](=[O:34])[C:32]([F:42])([F:41])[F:31])[CH2:37]5)=[N:19][C:18]4=[O:24])=[CH:13][CH:14]=3)[CH:9]=[N:8]2)=[C:4]([C:27]([F:28])([F:29])[F:30])[CH:3]=1.